Task: Predict which catalyst facilitates the given reaction.. Dataset: Catalyst prediction with 721,799 reactions and 888 catalyst types from USPTO (1) Reactant: [OH:1][CH2:2][CH:3]1[CH2:8][N:7]([C:9]([O:11][C:12]([CH3:15])([CH3:14])[CH3:13])=[O:10])[CH2:6][CH2:5][N:4]1[C:16]([O:18][CH2:19][C:20]1[CH:25]=[CH:24][CH:23]=[CH:22][CH:21]=1)=[O:17].CC(OI1(OC(C)=O)(OC(C)=O)OC(=O)C2C=CC=CC1=2)=O. Product: [CH:2]([CH:3]1[CH2:8][N:7]([C:9]([O:11][C:12]([CH3:15])([CH3:13])[CH3:14])=[O:10])[CH2:6][CH2:5][N:4]1[C:16]([O:18][CH2:19][C:20]1[CH:25]=[CH:24][CH:23]=[CH:22][CH:21]=1)=[O:17])=[O:1]. The catalyst class is: 2. (2) Reactant: [CH:1]1([CH2:4][N:5]2[CH2:9][CH2:8][C:7](=O)[CH2:6]2)[CH2:3]C1.[C-:11]#[N:12].[Na+].[NH4+:14].[Cl-]. Product: [NH2:14][C:7]1([C:11]#[N:12])[CH2:8][CH2:9][N:5]([CH:4]2[CH2:1][CH2:3]2)[CH2:6]1. The catalyst class is: 547. (3) Reactant: [CH2:1]([N:8]1[CH2:13][CH2:12][O:11][CH2:10][C@H:9]1[CH2:14]O)[C:2]1[CH:7]=[CH:6][CH:5]=[CH:4][CH:3]=1.S(Cl)([Cl:18])=O. Product: [CH2:1]([N:8]1[CH2:13][CH2:12][O:11][CH2:10][C@H:9]1[CH2:14][Cl:18])[C:2]1[CH:7]=[CH:6][CH:5]=[CH:4][CH:3]=1. The catalyst class is: 59. (4) Reactant: [F:1][C:2]([F:20])([F:19])[C:3]1[CH:4]=[C:5]([C:13]([CH3:18])([CH3:17])[C:14](Cl)=[O:15])[CH:6]=[C:7]([C:9]([F:12])([F:11])[F:10])[CH:8]=1.[CH3:21][NH:22][C:23]1[CH:24]=[N:25][C:26]([N:36]2[CH2:41][CH2:40][O:39][CH2:38][CH2:37]2)=[CH:27][C:28]=1[C:29]1[CH:34]=[CH:33][CH:32]=[CH:31][C:30]=1[CH3:35].C(N(C(C)C)C(C)C)C.O. Product: [F:1][C:2]([F:20])([F:19])[C:3]1[CH:4]=[C:5]([C:13]([CH3:18])([CH3:17])[C:14]([N:22]([CH3:21])[C:23]2[CH:24]=[N:25][C:26]([N:36]3[CH2:41][CH2:40][O:39][CH2:38][CH2:37]3)=[CH:27][C:28]=2[C:29]2[CH:34]=[CH:33][CH:32]=[CH:31][C:30]=2[CH3:35])=[O:15])[CH:6]=[C:7]([C:9]([F:12])([F:11])[F:10])[CH:8]=1. The catalyst class is: 4. (5) Reactant: [CH:1]1([C:4]2[C:9]([C:10]3[C:18]4[NH:17][C:16](=[O:19])[NH:15][C:14]=4[CH:13]=[C:12]([C:20]4[C:21]([CH3:26])=[N:22][O:23][C:24]=4[CH3:25])[CH:11]=3)=[CH:8][CH:7]=[CH:6][N:5]=2)[CH2:3][CH2:2]1.ClC1C=C(C=CC=1)C(OO)=[O:32]. Product: [CH:1]1([C:4]2[C:9]([C:10]3[C:18]4[NH:17][C:16](=[O:19])[NH:15][C:14]=4[CH:13]=[C:12]([C:20]4[C:21]([CH3:26])=[N:22][O:23][C:24]=4[CH3:25])[CH:11]=3)=[CH:8][CH:7]=[CH:6][N+:5]=2[O-:32])[CH2:3][CH2:2]1. The catalyst class is: 100. (6) Reactant: [F:1][C:2]1[CH:7]=[CH:6][C:5]([C:8]2[C:17]3[C:12](=[CH:13][C:14]([CH2:18][NH:19][C:20]4[O:21][C:22]([C:25]([OH:32])([C:28]([F:31])([F:30])[F:29])[CH2:26][CH3:27])=[N:23][N:24]=4)=[CH:15][CH:16]=3)[O:11][C:10](=[O:33])[CH:9]=2)=[CH:4][CH:3]=1.CI.[C:36]([O-])([O-])=O.[K+].[K+]. Product: [F:1][C:2]1[CH:7]=[CH:6][C:5]([C:8]2[C:17]3[C:12](=[CH:13][C:14]([CH2:18][N:19]([C:20]4[O:21][C:22]([C:25]([OH:32])([C:28]([F:30])([F:31])[F:29])[CH2:26][CH3:27])=[N:23][N:24]=4)[CH3:36])=[CH:15][CH:16]=3)[O:11][C:10](=[O:33])[CH:9]=2)=[CH:4][CH:3]=1. The catalyst class is: 161. (7) Reactant: [F:1][C:2]1[CH:3]=[CH:4][C:5](=[N:12]S(C2C=CC(C)=CC=2)(=O)=O)[N:6]([CH2:8][C:9]([NH2:11])=O)[CH:7]=1.[C:23](O[C:23]([C:25]([F:28])([F:27])[F:26])=[O:24])([C:25]([F:28])([F:27])[F:26])=[O:24]. Product: [F:26][C:25]([F:28])([F:27])[C:23]([NH:11][C:9]1[N:12]=[C:5]2[CH:4]=[CH:3][C:2]([F:1])=[CH:7][N:6]2[CH:8]=1)=[O:24]. The catalyst class is: 4. (8) Reactant: CI.[C:3]([C:8]1[CH:9]=[C:10]([Cl:42])[C:11]([N:21]2[CH2:26][CH2:25][CH:24]([C:27]([NH:29][S:30]([N:33]([C:35]3[CH:40]=[CH:39][C:38]([F:41])=[CH:37][CH:36]=3)[CH3:34])(=[O:32])=[O:31])=[O:28])[CH2:23][CH2:22]2)=[N:12][C:13]=1[CH2:14][N:15]1[CH2:19][CH2:18][CH2:17][C:16]1=[O:20])(=[O:7])[CH2:4][CH2:5][CH3:6].[CH3:43]CN(C(C)C)C(C)C. Product: [C:3]([C:8]1[CH:9]=[C:10]([Cl:42])[C:11]([N:21]2[CH2:26][CH2:25][CH:24]([C:27]([N:29]([S:30]([N:33]([C:35]3[CH:36]=[CH:37][C:38]([F:41])=[CH:39][CH:40]=3)[CH3:34])(=[O:31])=[O:32])[CH3:43])=[O:28])[CH2:23][CH2:22]2)=[N:12][C:13]=1[CH2:14][N:15]1[CH2:19][CH2:18][CH2:17][C:16]1=[O:20])(=[O:7])[CH2:4][CH2:5][CH3:6]. The catalyst class is: 3. (9) Reactant: Br[CH2:2][C:3]1[C:12]([C:13]([O:15]C)=O)=[C:11]([Cl:17])[C:10]2[C:5](=[CH:6][CH:7]=[CH:8][CH:9]=2)[N:4]=1.[C:18]([NH2:22])([CH3:21])([CH3:20])[CH3:19]. Product: [C:18]([N:22]1[C:13](=[O:15])[C:12]2[C:3](=[N:4][C:5]3[CH:6]=[CH:7][CH:8]=[CH:9][C:10]=3[C:11]=2[Cl:17])[CH2:2]1)([CH3:21])([CH3:20])[CH3:19]. The catalyst class is: 8. (10) Product: [Br:10][C:11]1[CH:16]=[CH:15][C:14]([CH2:17][C:18]2[N:6]=[N:7][NH:8][N:20]=2)=[CH:13][CH:12]=1. The catalyst class is: 10. Reactant: [Si](Cl)(Cl)(Cl)Cl.[N-:6]=[N+:7]=[N-:8].[Na+].[Br:10][C:11]1[CH:16]=[CH:15][C:14]([CH2:17][C:18]([NH2:20])=O)=[CH:13][CH:12]=1.